From a dataset of Experimentally validated miRNA-target interactions with 360,000+ pairs, plus equal number of negative samples. Binary Classification. Given a miRNA mature sequence and a target amino acid sequence, predict their likelihood of interaction. The miRNA is rno-miR-672-5p with sequence UGAGGUUGGUGUACUGUGUGUGA. The protein sequence of the target gene is MVVGAFPMAKLFYLGIRQVSKPLANRIKDAARRSEFFKTYICLPPAQLYHWVEMRTKMRIMGFRGTTIKPLNEEAAAELGAELLGEATIFIVGGGCLVLEYWRHQTQQRNKEEEQRAAWNALQDEVGRLALALEALQAQAQAMPSLSALEELREELQEVRGQVCNAHCTSKCQAASSKK. Result: 0 (no interaction).